Dataset: Full USPTO retrosynthesis dataset with 1.9M reactions from patents (1976-2016). Task: Predict the reactants needed to synthesize the given product. (1) Given the product [CH:13]([N:11]1[CH2:12][CH:8]2[CH:7]([CH2:17][O:18][CH3:19])[CH:6]([NH:5][C:3](=[O:4])[CH2:2][NH:1][C:21]3[C:30]4[C:25](=[CH:26][CH:27]=[C:28]([C:31]([F:33])([F:34])[F:32])[CH:29]=4)[N:24]=[CH:23][N:22]=3)[CH2:16][CH:9]2[CH2:10]1)([CH3:14])[CH3:15], predict the reactants needed to synthesize it. The reactants are: [NH2:1][CH2:2][C:3]([NH:5][CH:6]1[CH2:16][CH:9]2[CH2:10][N:11]([CH:13]([CH3:15])[CH3:14])[CH2:12][CH:8]2[CH:7]1[CH2:17][O:18][CH3:19])=[O:4].Cl[C:21]1[C:30]2[C:25](=[CH:26][CH:27]=[C:28]([C:31]([F:34])([F:33])[F:32])[CH:29]=2)[N:24]=[CH:23][N:22]=1.C(N(CC)CC)C. (2) Given the product [CH3:57][O:56][C:54]([CH:24]1[CH2:27][N:22]([C:7]2[C:8]3[N:13]=[N:12][N:11]([CH2:14][C:15]4[CH:20]=[CH:19][CH:18]=[CH:17][C:16]=4[Cl:21])[C:9]=3[N:10]=[C:5]([C:1]([CH3:2])([CH3:4])[CH3:3])[N:6]=2)[CH2:23]1)=[O:55], predict the reactants needed to synthesize it. The reactants are: [C:1]([C:5]1[N:6]=[C:7]([N:22]2[CH2:27]CO[CH2:24][CH2:23]2)[C:8]2[N:13]=[N:12][N:11]([CH2:14][C:15]3[CH:20]=[CH:19][CH:18]=[CH:17][C:16]=3[Cl:21])[C:9]=2[N:10]=1)([CH3:4])([CH3:3])[CH3:2].C(C1N=C(Cl)C2N=NN(CC3C=CC=CC=3Cl)C=2N=1)(C)(C)C.N1CC([C:54]([O:56][CH3:57])=[O:55])C1. (3) Given the product [CH2:18]([C:17]([C:21]1[CH:22]=[C:23]([CH:27]=[CH:28][CH:29]=1)[C:24]([OH:26])=[O:25])=[C:8]([C:10]1[CH:15]=[CH:14][C:13]([OH:16])=[CH:12][CH:11]=1)[C:5]1[CH:6]=[CH:7][C:2]([OH:1])=[CH:3][CH:4]=1)[CH3:19], predict the reactants needed to synthesize it. The reactants are: [OH:1][C:2]1[CH:7]=[CH:6][C:5]([C:8]([C:10]2[CH:15]=[CH:14][C:13]([OH:16])=[CH:12][CH:11]=2)=O)=[CH:4][CH:3]=1.[C:17]([C:21]1[CH:22]=[C:23]([CH:27]=[CH:28][CH:29]=1)[C:24]([OH:26])=[O:25])(=O)[CH2:18][CH3:19]. (4) Given the product [N:23]1[CH:24]=[CH:25][CH:26]=[CH:27][C:22]=1[N:19]1[CH2:20][CH2:21][N:16]([C:12]2[CH:11]=[C:10]([C@@H:8]([NH2:7])[CH3:9])[CH:15]=[CH:14][CH:13]=2)[CH2:17][CH2:18]1, predict the reactants needed to synthesize it. The reactants are: C(OC(=O)[NH:7][C@H:8]([C:10]1[CH:15]=[CH:14][CH:13]=[C:12]([N:16]2[CH2:21][CH2:20][N:19]([C:22]3[CH:27]=[CH:26][CH:25]=[CH:24][N:23]=3)[CH2:18][CH2:17]2)[CH:11]=1)[CH3:9])(C)(C)C.Cl. (5) Given the product [CH3:3][N:4]1[C:8]([C:9]([F:10])([F:11])[F:12])=[C:7]([CH2:13][OH:14])[CH:6]=[N:5]1, predict the reactants needed to synthesize it. The reactants are: [Li+].[BH4-].[CH3:3][N:4]1[C:8]([C:9]([F:12])([F:11])[F:10])=[C:7]([C:13](OCC)=[O:14])[CH:6]=[N:5]1.Cl.C(=O)([O-])[O-].[Na+].[Na+].C1C([N+]([O-])=O)=CC([N+]([O-])=O)=C(NN)C=1. (6) The reactants are: [N+:1]([C:4]1[CH:5]=[C:6]([CH2:11][C@H:12]([NH:30][C:31]([C@H:33]2[CH2:38][CH2:37][C@H:36]([CH2:39][CH3:40])[CH2:35][CH2:34]2)=[O:32])[C:13]2[N:14]([CH2:26][CH2:27][CH2:28][CH3:29])[CH:15]=[C:16]([C:18]3[CH:23]=[CH:22][C:21]([Cl:24])=[CH:20][C:19]=3[Cl:25])[N:17]=2)[CH:7]=[CH:8][C:9]=1[OH:10])([O-:3])=[O:2].Br[CH2:42][C:43]1[CH:52]=[CH:51][C:46]([C:47]([O:49]C)=[O:48])=[CH:45][CH:44]=1. Given the product [CH2:26]([N:14]1[CH:15]=[C:16]([C:18]2[CH:23]=[CH:22][C:21]([Cl:24])=[CH:20][C:19]=2[Cl:25])[N:17]=[C:13]1[C@@H:12]([NH:30][C:31]([CH:33]1[CH2:38][CH2:37][CH:36]([CH2:39][CH3:40])[CH2:35][CH2:34]1)=[O:32])[CH2:11][C:6]1[CH:7]=[CH:8][C:9]([O:10][CH2:42][C:43]2[CH:52]=[CH:51][C:46]([C:47]([OH:49])=[O:48])=[CH:45][CH:44]=2)=[C:4]([N+:1]([O-:3])=[O:2])[CH:5]=1)[CH2:27][CH2:28][CH3:29], predict the reactants needed to synthesize it.